This data is from Reaction yield outcomes from USPTO patents with 853,638 reactions. The task is: Predict the reaction yield, written as a fraction of the theoretical maximum amount of product (1.0 means a 100% yield; for example, 0.34 means a 34% yield). The reactants are [Cl:1][C:2]1[CH:3]=[C:4]([CH2:9][NH2:10])[CH:5]=[CH:6][C:7]=1[Cl:8].Cl[C:12]1[CH:21]=[CH:20][C:15]([C:16]([O:18][CH3:19])=[O:17])=[CH:14][N:13]=1. The catalyst is C(O)C. The product is [Cl:1][C:2]1[CH:3]=[C:4]([CH:5]=[CH:6][C:7]=1[Cl:8])[CH2:9][NH:10][C:12]1[CH:21]=[CH:20][C:15]([C:16]([O:18][CH3:19])=[O:17])=[CH:14][N:13]=1. The yield is 0.330.